Task: Predict the reaction yield, written as a fraction of the theoretical maximum amount of product (1.0 means a 100% yield; for example, 0.34 means a 34% yield).. Dataset: Reaction yield outcomes from USPTO patents with 853,638 reactions The reactants are [F:1][C:2]1[CH:3]=[C:4]([CH:7]=[CH:8][C:9]=1[F:10])[CH:5]=O.Cl.[O:12]([NH2:14])[CH3:13]. No catalyst specified. The product is [CH3:13][O:12][N:14]=[CH:5][C:4]1[CH:7]=[CH:8][C:9]([F:10])=[C:2]([F:1])[CH:3]=1. The yield is 1.00.